Dataset: Catalyst prediction with 721,799 reactions and 888 catalyst types from USPTO. Task: Predict which catalyst facilitates the given reaction. (1) Product: [CH2:1]([O:3][C:4](=[O:13])[CH2:5][CH:6]([CH2:11][N:24]1[CH2:25][CH2:26][CH2:27][CH:22]([C:18]2[CH:19]=[CH:20][CH:21]=[C:16]([C:15]([F:14])([F:28])[F:29])[CH:17]=2)[CH2:23]1)[C:7]([F:10])([F:9])[F:8])[CH3:2]. Reactant: [CH2:1]([O:3][C:4](=[O:13])[CH2:5][CH:6]([CH:11]=O)[C:7]([F:10])([F:9])[F:8])[CH3:2].[F:14][C:15]([F:29])([F:28])[C:16]1[CH:17]=[C:18]([CH:22]2[CH2:27][CH2:26][CH2:25][NH:24][CH2:23]2)[CH:19]=[CH:20][CH:21]=1.C(O)(=O)C.C(O[BH-](OC(=O)C)OC(=O)C)(=O)C.[Na+]. The catalyst class is: 866. (2) The catalyst class is: 4. Product: [C:1]([O:5][C:6]([N:7]([CH3:8])[C:9]1[CH:14]=[CH:13][C:12]([CH:15]=[CH:16][C:17]2[CH:18]=[CH:19][C:20]([O:23][CH2:24][CH2:25][O:26][CH2:27][CH2:28][O:29][S:39]([CH3:38])(=[O:41])=[O:40])=[CH:21][CH:22]=2)=[CH:11][CH:10]=1)=[O:30])([CH3:3])([CH3:2])[CH3:4]. Reactant: [C:1]([O:5][C:6](=[O:30])[N:7]([C:9]1[CH:14]=[CH:13][C:12]([CH:15]=[CH:16][C:17]2[CH:22]=[CH:21][C:20]([O:23][CH2:24][CH2:25][O:26][CH2:27][CH2:28][OH:29])=[CH:19][CH:18]=2)=[CH:11][CH:10]=1)[CH3:8])([CH3:4])([CH3:3])[CH3:2].C(N(CC)CC)C.[CH3:38][S:39](Cl)(=[O:41])=[O:40]. (3) Reactant: C(OC([N:11]1[CH2:15][CH2:14][CH:13]([NH:16][C:17]([O:19][CH2:20][CH2:21][CH2:22][CH3:23])=[O:18])[CH2:12]1)=O)C1C=CC=CC=1. Product: [CH2:20]([O:19][C:17](=[O:18])[NH:16][CH:13]1[CH2:14][CH2:15][NH:11][CH2:12]1)[CH2:21][CH2:22][CH3:23]. The catalyst class is: 78. (4) Reactant: [C:1](Cl)(=O)[C:2]([Cl:4])=[O:3].[F:7][C:8]1[CH:9]=C[C:11]([C:17]([F:20])([F:19])[F:18])=[C:12]([CH:16]=1)C(O)=O. Product: [F:7][C:8]1[CH:16]=[CH:12][C:11]([C:17]([F:20])([F:19])[F:18])=[C:1]([CH:9]=1)[C:2]([Cl:4])=[O:3]. The catalyst class is: 79. (5) Reactant: [CH2:1]([O:5][C:6]1[C:15]2[C:10](=[CH:11][C:12]([Cl:17])=[C:13]([Cl:16])[CH:14]=2)[C:9](=[O:18])[N:8]([CH2:19][CH2:20][C:21]([OH:23])=O)[C:7]=1[CH2:24][N:25]1[C:33](=[O:34])[C:32]2[C:27](=[CH:28][CH:29]=[CH:30][CH:31]=2)[C:26]1=[O:35])[CH2:2][CH2:3][CH3:4].[NH:36]1[CH2:40][CH2:39][CH2:38][CH2:37]1.Cl.C(N=C=NCCCN(C)C)C.ON1C2C=CC=CC=2N=N1. Product: [CH2:1]([O:5][C:6]1[C:15]2[C:10](=[CH:11][C:12]([Cl:17])=[C:13]([Cl:16])[CH:14]=2)[C:9](=[O:18])[N:8]([CH2:19][CH2:20][C:21](=[O:23])[N:36]2[CH2:40][CH2:39][CH2:38][CH2:37]2)[C:7]=1[CH2:24][N:25]1[C:26](=[O:35])[C:27]2[C:32](=[CH:31][CH:30]=[CH:29][CH:28]=2)[C:33]1=[O:34])[CH2:2][CH2:3][CH3:4]. The catalyst class is: 35. (6) Reactant: Cl.[N:2]1[CH:7]=[CH:6][CH:5]=[CH:4][C:3]=1[CH2:8][C:9]([OH:11])=O.CN(C(ON1N=NC2C=CC=NC1=2)=[N+](C)C)C.F[P-](F)(F)(F)(F)F.[N:36]1[C:41]2[NH:42][CH:43]=[CH:44][C:40]=2[CH:39]=[C:38]([CH2:45][CH2:46][CH2:47][CH2:48][C:49]2[S:53][C:52]([NH2:54])=[N:51][N:50]=2)[N:37]=1.CCN(C(C)C)C(C)C. Product: [N:36]1[C:41]2[NH:42][CH:43]=[CH:44][C:40]=2[CH:39]=[C:38]([CH2:45][CH2:46][CH2:47][CH2:48][C:49]2[S:53][C:52]([NH:54][C:9](=[O:11])[CH2:8][C:3]3[CH:4]=[CH:5][CH:6]=[CH:7][N:2]=3)=[N:51][N:50]=2)[N:37]=1. The catalyst class is: 3. (7) Reactant: [Cl:1][C:2]1[CH:3]=[CH:4][C:5]2[N:11]([CH2:12][C:13]([CH3:17])([CH3:16])[CH2:14][OH:15])[C:10](=[O:18])[C@@H:9]([CH2:19][C:20](O)=[O:21])[O:8][C@H:7]([C:23]3[CH:28]=[CH:27][CH:26]=[C:25]([O:29][CH3:30])[C:24]=3[O:31][CH3:32])[C:6]=2[CH:33]=1.Cl.[NH2:35][CH2:36][CH2:37][C:38]1[CH:47]=[CH:46][C:41]([C:42]([O:44][CH3:45])=[O:43])=[CH:40][CH:39]=1.P(C#N)(OCC)(OCC)=O.C(N(CC)CC)C. Product: [Cl:1][C:2]1[CH:3]=[CH:4][C:5]2[N:11]([CH2:12][C:13]([CH3:16])([CH3:17])[CH2:14][OH:15])[C:10](=[O:18])[C@@H:9]([CH2:19][C:20]([NH:35][CH2:36][CH2:37][C:38]3[CH:47]=[CH:46][C:41]([C:42]([O:44][CH3:45])=[O:43])=[CH:40][CH:39]=3)=[O:21])[O:8][C@H:7]([C:23]3[CH:28]=[CH:27][CH:26]=[C:25]([O:29][CH3:30])[C:24]=3[O:31][CH3:32])[C:6]=2[CH:33]=1. The catalyst class is: 42.